This data is from Reaction yield outcomes from USPTO patents with 853,638 reactions. The task is: Predict the reaction yield, written as a fraction of the theoretical maximum amount of product (1.0 means a 100% yield; for example, 0.34 means a 34% yield). (1) The reactants are [Si:1]([O:8][CH2:9][C:10]1[N:14]2[C:15](=[O:42])[N:16]([CH:18]3[CH2:23][CH2:22][N:21]([C:24]([C@H:26]([NH:31]C(=O)OCC4C=CC=CC=4)[C:27]([CH3:30])([CH3:29])[CH3:28])=[O:25])[CH2:20][CH2:19]3)[CH2:17][C:13]2=[CH:12][N:11]=1)([C:4]([CH3:7])([CH3:6])[CH3:5])([CH3:3])[CH3:2]. The catalyst is CO.[C].[Pd]. The product is [NH2:31][C@H:26]([C:27]([CH3:30])([CH3:29])[CH3:28])[C:24]([N:21]1[CH2:22][CH2:23][CH:18]([N:16]2[CH2:17][C:13]3=[CH:12][N:11]=[C:10]([CH2:9][O:8][Si:1]([C:4]([CH3:5])([CH3:6])[CH3:7])([CH3:2])[CH3:3])[N:14]3[C:15]2=[O:42])[CH2:19][CH2:20]1)=[O:25]. The yield is 0.960. (2) The reactants are [Si:1]([O:8][CH2:9][CH2:10][CH2:11][CH2:12][C:13]1[N:21]2[C:16]([C:17]([NH2:22])=[N:18][CH:19]=[N:20]2)=[CH:15][CH:14]=1)([C:4]([CH3:7])([CH3:6])[CH3:5])([CH3:3])[CH3:2].[Br:23]N1C(C)(C)C(=O)N(Br)C1=O. The catalyst is O1CCCC1. The product is [Br:23][C:15]1[CH:14]=[C:13]([CH2:12][CH2:11][CH2:10][CH2:9][O:8][Si:1]([C:4]([CH3:7])([CH3:5])[CH3:6])([CH3:2])[CH3:3])[N:21]2[C:16]=1[C:17]([NH2:22])=[N:18][CH:19]=[N:20]2. The yield is 0.900. (3) The reactants are [C:1]([O:5][C:6](=[O:14])[C:7]([CH3:13])([CH3:12])[CH2:8][C:9]([OH:11])=[O:10])([CH3:4])([CH3:3])[CH3:2].O[C@H:16]1[CH2:33][CH2:32][C@@:31]2([CH3:34])[C@@H:18]([CH2:19][CH2:20][C@:21]3([CH3:53])[C@@H:30]2[CH2:29][CH2:28][C@H:27]2[C@@:22]3([CH3:52])[CH2:23][CH2:24][C@@:25]3([CH2:42][CH2:43][NH:44][C:45](=[O:51])[O:46][C:47]([CH3:50])([CH3:49])[CH3:48])[CH2:37][C:36](=[O:38])[C:35]([CH:39]([CH3:41])[CH3:40])=[C:26]32)[C:17]1([CH3:55])[CH3:54].[NH4+].[Cl-].CC(=O)OCC. The catalyst is CN(C1C=CN=CC=1)C.ClCCl. The product is [CH3:12][C:7]([CH3:13])([CH2:8][C:9]([O:11][C@H:16]1[CH2:33][CH2:32][C@@:31]2([CH3:34])[C@@H:18]([CH2:19][CH2:20][C@:21]3([CH3:53])[C@@H:30]2[CH2:29][CH2:28][C@H:27]2[C@@:22]3([CH3:52])[CH2:23][CH2:24][C@@:25]3([CH2:42][CH2:43][NH:44][C:45]([O:46][C:47]([CH3:50])([CH3:49])[CH3:48])=[O:51])[CH2:37][C:36](=[O:38])[C:35]([CH:39]([CH3:40])[CH3:41])=[C:26]32)[C:17]1([CH3:55])[CH3:54])=[O:10])[C:6]([O:5][C:1]([CH3:4])([CH3:2])[CH3:3])=[O:14]. The yield is 0.920. (4) The reactants are [CH2:1]([O:3][C:4]([C:6]1[C:7](=[O:27])[N:8]([CH2:18][C:19]2[CH:24]=[CH:23][C:22]([O:25][CH3:26])=[CH:21][CH:20]=2)[C:9]2[C:14]([C:15]=1O)=[CH:13][C:12]([F:17])=[CH:11][N:10]=2)=[O:5])[CH3:2].C(N(CC)CC)C.O=P(Cl)(Cl)[Cl:37]. No catalyst specified. The product is [CH2:1]([O:3][C:4]([C:6]1[C:7](=[O:27])[N:8]([CH2:18][C:19]2[CH:24]=[CH:23][C:22]([O:25][CH3:26])=[CH:21][CH:20]=2)[C:9]2[C:14]([C:15]=1[Cl:37])=[CH:13][C:12]([F:17])=[CH:11][N:10]=2)=[O:5])[CH3:2]. The yield is 0.850. (5) The reactants are [C:1]([C:5]1[N:10]=[C:9](Cl)[C:8]([C:12]([O-:14])=[O:13])=[CH:7][N:6]=1)([CH3:4])([CH3:3])[CH3:2].[N:15]1([C:21]([O:23][C:24]([CH3:27])([CH3:26])[CH3:25])=[O:22])[CH2:20][CH2:19][NH:18][CH2:17][CH2:16]1. The catalyst is CN1C(=O)CCC1. The product is [C:24]([O:23][C:21]([N:15]1[CH2:20][CH2:19][N:18]([C:9]2[C:8]([C:12]([OH:14])=[O:13])=[CH:7][N:6]=[C:5]([C:1]([CH3:4])([CH3:3])[CH3:2])[N:10]=2)[CH2:17][CH2:16]1)=[O:22])([CH3:27])([CH3:25])[CH3:26]. The yield is 0.800.